Dataset: Full USPTO retrosynthesis dataset with 1.9M reactions from patents (1976-2016). Task: Predict the reactants needed to synthesize the given product. (1) Given the product [C:38](=[O:39])([O:40][CH2:41][CH2:42][CH:31]([C:32]([CH3:33])([CH3:37])[CH3:50])[NH:21][C:22]([O:24][CH2:25][C:26]1[S:30][CH:29]=[N:28][CH:27]=1)=[O:23])[NH2:45], predict the reactants needed to synthesize it. The reactants are: [CH2:31]([N:21](CCC[N:21]([CH2:31][C:32]1[CH:37]=CC=C[CH:33]=1)[C:22]([O:24][CH2:25][C:26]1[S:30][CH:29]=[N:28][CH:27]=1)=[O:23])[C:22](=[O:23])[O:24][CH2:25][C:26]1[S:30][CH:29]=[N:28][CH:27]=1)[C:32]1[CH:37]=CC=C[CH:33]=1.[C:38]([NH:45]CCCN)([O:40][C:41](C)(C)[CH3:42])=[O:39].[CH:50](N(C(C)C)CC)(C)C. (2) The reactants are: [CH3:1][O:2][C:3]1[N:8]=[C:7]2[N:9]([CH2:14][CH2:15][CH:16]=O)[C:10](=[O:13])[CH:11]=[CH:12][C:6]2=[N:5][CH:4]=1.[NH2:18][C@H:19]1[CH2:23][N:22]([C:24]2[CH:25]=[CH:26][C:27]3[O:28][CH2:29][C:30](=[O:34])[NH:31][C:32]=3[N:33]=2)[C:21](=[O:35])[CH2:20]1.C(OC(=O)N[C@@H]1CC(=O)NC1)(C)(C)C.C(O)(=O)C.C(O[BH-](OC(=O)C)OC(=O)C)(=O)C.[Na+].C(=O)([O-])O.[Na+]. Given the product [CH3:1][O:2][C:3]1[N:8]=[C:7]2[N:9]([CH2:14][CH2:15][CH2:16][NH:18][C@H:19]3[CH2:23][N:22]([C:24]4[CH:25]=[CH:26][C:27]5[O:28][CH2:29][C:30](=[O:34])[NH:31][C:32]=5[N:33]=4)[C:21](=[O:35])[CH2:20]3)[C:10](=[O:13])[CH:11]=[CH:12][C:6]2=[N:5][CH:4]=1, predict the reactants needed to synthesize it. (3) Given the product [CH3:1][O:2][C:3](=[O:69])/[CH:4]=[CH:5]/[C:6]1[CH:7]=[CH:8][C:9]([C:10]([O:12][CH2:13][CH2:14][CH2:15][CH2:16][CH2:17][CH2:18][O:19][C:20](=[O:66])[C:21]([CH2:56][C:57]2[CH:62]=[CH:61][C:60]([NH2:63])=[CH:59][CH:58]=2)([CH2:46][C:47]2[CH:52]=[CH:51][C:50]([NH2:53])=[CH:49][CH:48]=2)[C:22]([O:24][CH2:25][CH2:26][CH2:27][CH2:28][CH2:29][CH2:30][O:31][C:32](=[O:45])[C:33]2[CH:38]=[CH:37][C:36](/[CH:39]=[CH:40]/[C:41]([O:43][CH3:44])=[O:42])=[CH:35][CH:34]=2)=[O:23])=[O:11])=[CH:67][CH:68]=1, predict the reactants needed to synthesize it. The reactants are: [CH3:1][O:2][C:3](=[O:69])/[CH:4]=[CH:5]/[C:6]1[CH:68]=[CH:67][C:9]([C:10]([O:12][CH2:13][CH2:14][CH2:15][CH2:16][CH2:17][CH2:18][O:19][C:20](=[O:66])[C:21]([CH2:56][C:57]2[CH:62]=[CH:61][C:60]([N+:63]([O-])=O)=[CH:59][CH:58]=2)([CH2:46][C:47]2[CH:52]=[CH:51][C:50]([N+:53]([O-])=O)=[CH:49][CH:48]=2)[C:22]([O:24][CH2:25][CH2:26][CH2:27][CH2:28][CH2:29][CH2:30][O:31][C:32](=[O:45])[C:33]2[CH:38]=[CH:37][C:36](/[CH:39]=[CH:40]/[C:41]([O:43][CH3:44])=[O:42])=[CH:35][CH:34]=2)=[O:23])=[O:11])=[CH:8][CH:7]=1. (4) Given the product [CH3:20][O:21][C:22]1[CH:27]=[CH:26][C:25]([S:28][C:2]2[CH:3]=[C:4]([C:8]([OH:10])=[O:9])[CH:5]=[CH:6][CH:7]=2)=[CH:24][CH:23]=1, predict the reactants needed to synthesize it. The reactants are: Br[C:2]1[CH:3]=[C:4]([C:8]([OH:10])=[O:9])[CH:5]=[CH:6][CH:7]=1.CCN(C(C)C)C(C)C.[CH3:20][O:21][C:22]1[CH:27]=[CH:26][C:25]([SH:28])=[CH:24][CH:23]=1.